Dataset: Reaction yield outcomes from USPTO patents with 853,638 reactions. Task: Predict the reaction yield, written as a fraction of the theoretical maximum amount of product (1.0 means a 100% yield; for example, 0.34 means a 34% yield). (1) The reactants are [C:1]([NH:6][C:7]1[NH:8][C:9](=[O:42])[C:10]2[N:11]=[CH:12][N:13]([C@@H:16]3[O:28][C@H:27]([CH2:29][O:30][C:31]4(C(=O)C(C)C)[CH2:36][CH2:35][CH2:34][CH2:33][O:32]4)[C@@H:19]([O:20][CH:21]4[CH2:26][CH2:25][CH2:24][CH2:23][O:22]4)[C@@H:17]3[OH:18])[C:14]=2[N:15]=1)(=[O:5])[CH:2]([CH3:4])[CH3:3].[OH-].[Na+].C(O)(=O)C.C([O-])(O)=O.[Na+]. The catalyst is N1C=CC=CC=1.CO.O.CCO.CO. The product is [C:1]([NH:6][C:7]1[NH:8][C:9](=[O:42])[C:10]2[N:11]=[CH:12][N:13]([C@@H:16]3[O:28][C@H:27]([CH2:29][O:30][CH:31]4[CH2:36][CH2:35][CH2:34][CH2:33][O:32]4)[C@@H:19]([O:20][CH:21]4[CH2:26][CH2:25][CH2:24][CH2:23][O:22]4)[C@@H:17]3[OH:18])[C:14]=2[N:15]=1)(=[O:5])[CH:2]([CH3:4])[CH3:3]. The yield is 0.783. (2) The catalyst is O.CC(O)C. The reactants are [OH-].[Na+:2].C[O:4][C:5]([CH:7]1[CH2:12][CH2:11][CH:10]([NH:13][C:14]2[N:19]=[C:18]([N:20]3[C:28]4[C:23](=[C:24]([O:29][CH2:30][CH2:31][CH2:32][S:33]([CH3:36])(=[O:35])=[O:34])[CH:25]=[CH:26][CH:27]=4)[CH:22]=[CH:21]3)[CH:17]=[CH:16][N:15]=2)[CH2:9][CH2:8]1)=[O:6]. The yield is 0.969. The product is [CH3:36][S:33]([CH2:32][CH2:31][CH2:30][O:29][C:24]1[CH:25]=[CH:26][CH:27]=[C:28]2[C:23]=1[CH:22]=[CH:21][N:20]2[C:18]1[CH:17]=[CH:16][N:15]=[C:14]([NH:13][CH:10]2[CH2:11][CH2:12][CH:7]([C:5]([O-:6])=[O:4])[CH2:8][CH2:9]2)[N:19]=1)(=[O:35])=[O:34].[Na+:2]. (3) The reactants are [CH3:1][N:2]1[CH2:6][CH2:5][CH2:4]/[C:3]/1=[C:7]1/[CH:8]=[N:9][C:10]2[C:15]/1=[CH:14][C:13]([C:16]1[CH:21]=[CH:20][CH:19]=[CH:18][CH:17]=1)=[CH:12][C:11]=2[C:22]([O:24][CH3:25])=[O:23].[BH4-].[Na+]. The catalyst is CCO. The product is [CH3:1][N:2]1[CH2:6][CH2:5][CH2:4][CH:3]1[C:7]1[C:15]2[C:10](=[C:11]([C:22]([O:24][CH3:25])=[O:23])[CH:12]=[C:13]([C:16]3[CH:17]=[CH:18][CH:19]=[CH:20][CH:21]=3)[CH:14]=2)[NH:9][CH:8]=1. The yield is 0.900. (4) The reactants are [CH2:1]([O:3][C:4]([C:6]1[C:15](=O)[C:14]2[C:9](=[CH:10][CH:11]=[C:12]([O:17][CH3:18])[N:13]=2)[NH:8][CH:7]=1)=[O:5])[CH3:2].P(Br)(Br)[Br:20].O.C(=O)([O-])[O-].[Na+].[Na+]. The catalyst is CN(C=O)C. The product is [CH2:1]([O:3][C:4]([C:6]1[CH:7]=[N:8][C:9]2[C:14]([C:15]=1[Br:20])=[N:13][C:12]([O:17][CH3:18])=[CH:11][CH:10]=2)=[O:5])[CH3:2]. The yield is 0.900.